Dataset: Full USPTO retrosynthesis dataset with 1.9M reactions from patents (1976-2016). Task: Predict the reactants needed to synthesize the given product. (1) Given the product [Br:14][CH2:15][CH:16]1[O:13][C:4]2[CH:5]=[C:6]([S:9]([CH3:12])(=[O:10])=[O:11])[CH:7]=[CH:8][C:3]=2[CH2:2][O:1]1, predict the reactants needed to synthesize it. The reactants are: [OH:1][CH2:2][C:3]1[CH:8]=[CH:7][C:6]([S:9]([CH3:12])(=[O:11])=[O:10])=[CH:5][C:4]=1[OH:13].[Br:14][CH2:15][CH:16](OC)OC.C1COCC1.OS(O)(=O)=O. (2) Given the product [C:12]([C:8]1[CH:9]=[C:10]2[C:5]([N:4]=[CH:3][C:2]([O:29][CH2:28][CH2:27][N:24]3[CH2:23][CH2:22][CH:21]([NH:20][C:19]([C:42]4[C:32]([Cl:31])=[CH:33][C:34]5[S:39][CH2:38][C:37](=[O:40])[NH:36][C:35]=5[CH:41]=4)=[O:30])[CH2:26][CH2:25]3)=[N:11]2)=[CH:6][CH:7]=1)#[N:13], predict the reactants needed to synthesize it. The reactants are: Cl[C:2]1[CH:3]=[N:4][C:5]2[C:10]([N:11]=1)=[CH:9][C:8]([C:12]#[N:13])=[CH:7][CH:6]=2.C(O[C:19](=[O:30])[NH:20][CH:21]1[CH2:26][CH2:25][N:24]([CH2:27][CH2:28][OH:29])[CH2:23][CH2:22]1)(C)(C)C.[Cl:31][C:32]1[C:42](C(O)=O)=[CH:41][C:35]2[NH:36][C:37](=[O:40])[CH2:38][S:39][C:34]=2[CH:33]=1. (3) Given the product [N+:21]([C:14]1[CH:15]=[C:16]([C:17]([F:20])([F:18])[F:19])[C:11]([CH2:3][C:1]#[N:2])=[N:12][CH:13]=1)([O-:23])=[O:22], predict the reactants needed to synthesize it. The reactants are: [C:1]([CH:3]([C:11]1[C:16]([C:17]([F:20])([F:19])[F:18])=[CH:15][C:14]([N+:21]([O-:23])=[O:22])=[CH:13][N:12]=1)C(OC(C)(C)C)=O)#[N:2].Cl. (4) Given the product [C:11]([O:15][C:16](=[O:26])[CH2:17][O:18][C:19]1[CH:20]=[CH:21][C:22]([O:25][C:2]2[CH:3]=[CH:4][C:5]([CH:9]=[O:10])=[C:6]([CH3:8])[N:7]=2)=[CH:23][CH:24]=1)([CH3:14])([CH3:12])[CH3:13], predict the reactants needed to synthesize it. The reactants are: Br[C:2]1[N:7]=[C:6]([CH3:8])[C:5]([CH:9]=[O:10])=[CH:4][CH:3]=1.[C:11]([O:15][C:16](=[O:26])[CH2:17][O:18][C:19]1[CH:24]=[CH:23][C:22]([OH:25])=[CH:21][CH:20]=1)([CH3:14])([CH3:13])[CH3:12].C([O-])([O-])=O.[K+].[K+]. (5) Given the product [C:37]([N:16]1[C:17]2[C:12](=[CH:11][CH:10]=[C:9]([O:8][CH2:7][C:4]3[CH:3]=[CH:2][C:1]([C:24]4[CH:25]=[CH:26][CH:27]=[CH:28][CH:29]=4)=[CH:6][CH:5]=3)[CH:18]=2)[CH2:13][CH:14]([CH2:19][CH2:20][N:21]([CH3:23])[CH3:22])[CH2:15]1)(=[O:39])[CH3:38], predict the reactants needed to synthesize it. The reactants are: [C:1]1([C:24]2[CH:29]=[CH:28][CH:27]=[CH:26][CH:25]=2)[CH:6]=[CH:5][C:4]([CH2:7][O:8][C:9]2[CH:18]=[C:17]3[C:12]([CH2:13][CH:14]([CH2:19][CH2:20][N:21]([CH3:23])[CH3:22])[CH2:15][NH:16]3)=[CH:11][CH:10]=2)=[CH:3][CH:2]=1.C(N(CC)CC)C.[C:37](Cl)(=[O:39])[CH3:38]. (6) Given the product [CH:22]1([NH:21][C:19]([C:18]2[CH:17]=[C:16]([CH:28]=[CH:27][CH:26]=2)[CH2:15][N:4]2[CH2:5][CH2:6][N:1]([C:7]([O:9][C:10]([CH3:13])([CH3:12])[CH3:11])=[O:8])[CH2:2][CH2:3]2)=[O:20])[CH2:25][CH2:24][CH2:23]1, predict the reactants needed to synthesize it. The reactants are: [N:1]1([C:7]([O:9][C:10]([CH3:13])([CH3:12])[CH3:11])=[O:8])[CH2:6][CH2:5][NH:4][CH2:3][CH2:2]1.Cl[CH2:15][C:16]1[CH:17]=[C:18]([CH:26]=[CH:27][CH:28]=1)[C:19]([NH:21][CH:22]1[CH2:25][CH2:24][CH2:23]1)=[O:20].C(=O)([O-])[O-].[K+].[K+].[I-].[Na+].